This data is from Reaction yield outcomes from USPTO patents with 853,638 reactions. The task is: Predict the reaction yield, written as a fraction of the theoretical maximum amount of product (1.0 means a 100% yield; for example, 0.34 means a 34% yield). (1) The reactants are [O:1]([CH2:8][C:9]1[CH:14]=[CH:13][C:12]([CH2:15][CH2:16][C:17]([C:19]2[O:20][C:21]([C:24]3[N:29]=[CH:28][C:27]([C:30]([O:32]C)=[O:31])=[CH:26][CH:25]=3)=[CH:22][N:23]=2)=[O:18])=[CH:11][CH:10]=1)[C:2]1[CH:7]=[CH:6][CH:5]=[CH:4][CH:3]=1.[Li+].[OH-].Cl. The catalyst is C1COCC1.O.CCOC(C)=O. The product is [O:1]([CH2:8][C:9]1[CH:10]=[CH:11][C:12]([CH2:15][CH2:16][C:17]([C:19]2[O:20][C:21]([C:24]3[N:29]=[CH:28][C:27]([C:30]([OH:32])=[O:31])=[CH:26][CH:25]=3)=[CH:22][N:23]=2)=[O:18])=[CH:13][CH:14]=1)[C:2]1[CH:7]=[CH:6][CH:5]=[CH:4][CH:3]=1. The yield is 0.790. (2) The reactants are [CH3:1][N:2]([CH3:11])[C@@H:3]([CH2:7][CH:8]([CH3:10])[CH3:9])[C:4]([OH:6])=O.C(N(CC)C(C)C)(C)C.F[P-](F)(F)(F)(F)F.N1(OC(N(C)C)=[N+](C)C)C2C=CC=CC=2N=N1.[CH2:45]([O:52][C:53]1[CH:58]=[CH:57][C:56]([CH2:59][C@H:60]([NH2:68])[CH2:61][N:62]2[CH2:67][CH2:66][O:65][CH2:64][CH2:63]2)=[CH:55][CH:54]=1)[C:46]1[CH:51]=[CH:50][CH:49]=[CH:48][CH:47]=1. The catalyst is CN(C=O)C.C(OCC)C. The product is [CH2:45]([O:52][C:53]1[CH:58]=[CH:57][C:56]([CH2:59][CH:60]([NH:68][C:4](=[O:6])[CH:3]([N:2]([CH3:1])[CH3:11])[CH2:7][CH:8]([CH3:10])[CH3:9])[CH2:61][N:62]2[CH2:67][CH2:66][O:65][CH2:64][CH2:63]2)=[CH:55][CH:54]=1)[C:46]1[CH:47]=[CH:48][CH:49]=[CH:50][CH:51]=1. The yield is 0.550. (3) The reactants are [CH3:1][O:2][C:3]1[N:8]=[CH:7][C:6]([C:9]2[S:13][C:12]([CH3:14])=[C:11]([CH:15]([NH:20][C:21]3[CH:29]=[CH:28][C:24]([C:25](O)=[O:26])=[CH:23][CH:22]=3)[CH2:16][CH:17]([CH3:19])[CH3:18])[CH:10]=2)=[CH:5][CH:4]=1.[CH3:30][NH:31][CH2:32][CH2:33][C:34]([O:36]CC)=[O:35].Cl.C(N=C=NCCCN(C)C)C.O.OC1C2N=NNC=2C=CC=1. The catalyst is CN(C)C=O.C(OCC)(=O)C.C(N(CC)CC)C. The product is [CH3:1][O:2][C:3]1[N:8]=[CH:7][C:6]([C:9]2[S:13][C:12]([CH3:14])=[C:11]([CH:15]([NH:20][C:21]3[CH:29]=[CH:28][C:24]([C:25]([N:31]([CH3:30])[CH2:32][CH2:33][C:34]([OH:36])=[O:35])=[O:26])=[CH:23][CH:22]=3)[CH2:16][CH:17]([CH3:19])[CH3:18])[CH:10]=2)=[CH:5][CH:4]=1. The yield is 0.830. (4) The reactants are [CH3:1][CH:2]([N:4]1[C:12]2[CH:11]=[C:10]([C:13]([F:16])([F:15])[F:14])[CH:9]=[C:8]([C:17](O)=[O:18])[C:7]=2[CH:6]=[CH:5]1)[CH3:3].[NH2:20][CH2:21][C:22]1[C:23](=[O:30])[NH:24][C:25]([CH3:29])=[CH:26][C:27]=1[CH3:28].CN1CCOCC1.ON1C2N=CC=CC=2N=N1.C(Cl)CCl. The catalyst is CS(C)=O. The product is [CH3:28][C:27]1[CH:26]=[C:25]([CH3:29])[NH:24][C:23](=[O:30])[C:22]=1[CH2:21][NH:20][C:17]([C:8]1[C:7]2[CH:6]=[CH:5][N:4]([CH:2]([CH3:3])[CH3:1])[C:12]=2[CH:11]=[C:10]([C:13]([F:15])([F:16])[F:14])[CH:9]=1)=[O:18]. The yield is 0.630.